From a dataset of Full USPTO retrosynthesis dataset with 1.9M reactions from patents (1976-2016). Predict the reactants needed to synthesize the given product. Given the product [Cl:2][C:3]1[CH:4]=[CH:5][C:6]([O:9][C:10]2[CH:11]=[CH:12][C:13]([O:14][CH2:15][C@@H:16]3[CH2:20][CH2:19][CH2:18][N:17]3[CH2:21][CH2:22][CH2:23][C:24]([NH:70][C@@H:68]([C:62]3[CH:67]=[CH:66][CH:65]=[CH:64][CH:63]=3)[CH3:69])=[O:25])=[CH:27][CH:28]=2)=[CH:7][CH:8]=1, predict the reactants needed to synthesize it. The reactants are: Cl.[Cl:2][C:3]1[CH:8]=[CH:7][C:6]([O:9][C:10]2[CH:28]=[CH:27][C:13]([O:14][CH2:15][C@@H:16]3[CH2:20][CH2:19][CH2:18][N:17]3[CH2:21][CH2:22][CH2:23][C:24](O)=[O:25])=[CH:12][CH:11]=2)=[CH:5][CH:4]=1.C1CN([P+](Br)(N2CCCC2)N2CCCC2)CC1.F[P-](F)(F)(F)(F)F.CCN(C(C)C)C(C)C.[C:62]1([C@H:68]([NH2:70])[CH3:69])[CH:67]=[CH:66][CH:65]=[CH:64][CH:63]=1.